From a dataset of Full USPTO retrosynthesis dataset with 1.9M reactions from patents (1976-2016). Predict the reactants needed to synthesize the given product. (1) Given the product [CH3:1][C:2]1[O:6][N:5]=[C:4]([C:7]2[O:11][N:10]=[C:9]([CH3:12])[N:8]=2)[C:3]=1[C:13]([OH:15])=[O:14], predict the reactants needed to synthesize it. The reactants are: [CH3:1][C:2]1[O:6][N:5]=[C:4]([C:7]2[O:11][N:10]=[C:9]([CH3:12])[N:8]=2)[C:3]=1[C:13]([O:15]C(C)(C)C)=[O:14].FC(F)(F)C(O)=O. (2) Given the product [C:22]1([CH:7]2[C:6]([CH2:4][OH:3])=[CH:10][CH2:9][N:8]2[S:12]([C:15]2[CH:16]=[CH:17][C:18]([CH3:21])=[CH:19][CH:20]=2)(=[O:14])=[O:13])[CH:23]=[CH:24][CH:25]=[CH:26][CH:27]=1, predict the reactants needed to synthesize it. The reactants are: C([O:3][C:4]([C:6]12C[CH:10]1[CH2:9][N:8]([S:12]([C:15]1[CH:20]=[CH:19][C:18]([CH3:21])=[CH:17][CH:16]=1)(=[O:14])=[O:13])[CH:7]2[C:22]1[CH:27]=[CH:26][CH:25]=[CH:24][CH:23]=1)=O)C.C(OC(C1[C@H](C2C=CC=CC=2)N(S(C2C=CC(C)=CC=2)(=O)=O)CC=1)=O)C.CC(C[AlH]CC(C)C)C.CO. (3) Given the product [CH2:31]([N:13]1[C:14]2[C:19](=[CH:18][CH:17]=[C:16]([C:20]([N:22]3[CH2:27][CH2:26][N:25]([CH:28]([CH3:30])[CH3:29])[CH2:24][CH2:23]3)=[O:21])[CH:15]=2)[C:11]([CH:8]2[CH2:7][CH2:6][N:5]([CH2:1][CH:2]([CH3:4])[CH3:3])[CH2:10][CH2:9]2)=[CH:12]1)[CH:34]([CH3:35])[CH3:33], predict the reactants needed to synthesize it. The reactants are: [CH2:1]([N:5]1[CH2:10][CH:9]=[C:8]([C:11]2[C:19]3[C:14](=[CH:15][C:16]([C:20]([N:22]4[CH2:27][CH2:26][N:25]([CH:28]([CH3:30])[CH3:29])[CH2:24][CH2:23]4)=[O:21])=[CH:17][CH:18]=3)[N:13]([CH3:31])[CH:12]=2)[CH2:7][CH2:6]1)[CH:2]([CH3:4])[CH3:3].Cl.[CH2:33](N1CCC(C2C3C(=CC(C(N4CCN(C(C)C)CC4)=O)=CC=3)NC=2)CC1)[CH:34](C)[CH3:35].ICC(C)C. (4) The reactants are: [C:1]([C:3]1[CH:8]=[CH:7][C:6]([CH:9]([O:28][C:29]2[CH:34]=[CH:33][C:32]([O:35][CH3:36])=[C:31]([O:37][CH3:38])[CH:30]=2)[CH2:10][CH2:11][CH2:12][N:13]2[CH2:17][CH:16]3[CH2:18][N:19](C(OC(C)(C)C)=O)[CH2:20][CH:15]3[CH2:14]2)=[CH:5][CH:4]=1)#[N:2].Cl. Given the product [CH3:38][O:37][C:31]1[CH:30]=[C:29]([CH:34]=[CH:33][C:32]=1[O:35][CH3:36])[O:28][CH:9]([C:6]1[CH:7]=[CH:8][C:3]([C:1]#[N:2])=[CH:4][CH:5]=1)[CH2:10][CH2:11][CH2:12][N:13]1[CH2:17][CH:16]2[CH:15]([CH2:20][NH:19][CH2:18]2)[CH2:14]1, predict the reactants needed to synthesize it. (5) Given the product [CH3:28][O:27][C:26]1[C:17]([NH:16][C:2]2[C:3]3[CH:10]=[C:9]([C:11]([O:13][CH2:14][CH3:15])=[O:12])[NH:8][C:4]=3[N:5]=[CH:6][N:7]=2)=[CH:18][C:19]2[S:23][C:22](=[O:24])[NH:21][C:20]=2[CH:25]=1, predict the reactants needed to synthesize it. The reactants are: Cl[C:2]1[C:3]2[CH:10]=[C:9]([C:11]([O:13][CH2:14][CH3:15])=[O:12])[NH:8][C:4]=2[N:5]=[CH:6][N:7]=1.[NH2:16][C:17]1[C:26]([O:27][CH3:28])=[CH:25][C:20]2[NH:21][C:22](=[O:24])[S:23][C:19]=2[CH:18]=1. (6) Given the product [CH3:26][S:25][C:22]1[CH:23]=[CH:24][C:19]([NH:18][C:14]2[CH:13]=[C:12]([C:9]3[O:8][C:7]([C:5]([OH:4])([CH3:6])[CH3:27])=[N:11][N:10]=3)[CH:17]=[CH:16][N:15]=2)=[CH:20][CH:21]=1, predict the reactants needed to synthesize it. The reactants are: C([O:4][C:5]([CH3:27])([C:7]1[O:8][C:9]([C:12]2[CH:17]=[CH:16][N:15]=[C:14]([NH:18][C:19]3[CH:24]=[CH:23][C:22]([S:25][CH3:26])=[CH:21][CH:20]=3)[CH:13]=2)=[N:10][N:11]=1)[CH3:6])(=O)C.[OH-].[Na+].O1CCCC1.CO.